From a dataset of Reaction yield outcomes from USPTO patents with 853,638 reactions. Predict the reaction yield, written as a fraction of the theoretical maximum amount of product (1.0 means a 100% yield; for example, 0.34 means a 34% yield). (1) The reactants are I[C:2]1[C:10]2[C:5](=[CH:6][CH:7]=[C:8]([C:11]([NH:13][CH2:14][C:15]3[CH:20]=[CH:19][CH:18]=[CH:17][C:16]=3[CH2:21][N:22]3[CH2:27][CH2:26][O:25][CH2:24][CH2:23]3)=[O:12])[CH:9]=2)[NH:4][N:3]=1.[CH3:28][N:29]1[CH2:34][CH2:33][CH:32]([O:35][C:36]2[CH:41]=[CH:40][C:39](B3OC(C)(C)C(C)(C)O3)=[CH:38][CH:37]=2)[CH2:31][CH2:30]1.C([O-])([O-])=O.[Na+].[Na+].C1(C)C=CC=CC=1. The catalyst is C1C=CC([P]([Pd]([P](C2C=CC=CC=2)(C2C=CC=CC=2)C2C=CC=CC=2)([P](C2C=CC=CC=2)(C2C=CC=CC=2)C2C=CC=CC=2)[P](C2C=CC=CC=2)(C2C=CC=CC=2)C2C=CC=CC=2)(C2C=CC=CC=2)C2C=CC=CC=2)=CC=1.O.CCO. The product is [CH3:28][N:29]1[CH2:34][CH2:33][CH:32]([O:35][C:36]2[CH:41]=[CH:40][C:39]([C:2]3[C:10]4[C:5](=[CH:6][CH:7]=[C:8]([C:11]([NH:13][CH2:14][C:15]5[CH:20]=[CH:19][CH:18]=[CH:17][C:16]=5[CH2:21][N:22]5[CH2:27][CH2:26][O:25][CH2:24][CH2:23]5)=[O:12])[CH:9]=4)[NH:4][N:3]=3)=[CH:38][CH:37]=2)[CH2:31][CH2:30]1. The yield is 0.300. (2) The reactants are [Cl:1][C:2]1[CH:18]=[CH:17][C:5]2[CH2:6][CH2:7][N:8]([C:11](=[O:16])[C:12]([F:15])([F:14])[F:13])[CH2:9][CH2:10][C:4]=2[C:3]=1OS(C(F)(F)F)(=O)=O.[C:27]([NH:31][C:32]([CH2:34][CH2:35][C:36]1[CH:43]=[CH:42][C:39]([CH2:40][NH2:41])=[CH:38][CH:37]=1)=[O:33])([CH3:30])([CH3:29])[CH3:28]. No catalyst specified. The product is [C:27]([NH:31][C:32]([CH2:34][CH2:35][C:36]1[CH:43]=[CH:42][C:39]([CH2:40][NH:41][C:3]2[C:4]3[CH2:10][CH2:9][N:8]([C:11](=[O:16])[C:12]([F:15])([F:14])[F:13])[CH2:7][CH2:6][C:5]=3[CH:17]=[CH:18][C:2]=2[Cl:1])=[CH:38][CH:37]=1)=[O:33])([CH3:30])([CH3:28])[CH3:29]. The yield is 0.740. (3) The reactants are [O-][O-].[Mg+2].[C:4]1([C:10]2[C:19]3[C:14](=[CH:15][CH:16]=[CH:17][CH:18]=3)[CH:13]([CH3:20])[CH2:12][N:11]=2)[CH:9]=[CH:8][CH:7]=[CH:6][CH:5]=1. The catalyst is C1C=CC=CC=1. The product is [C:4]1([C:10]2[C:19]3[C:14](=[CH:15][CH:16]=[CH:17][CH:18]=3)[C:13]([CH3:20])=[CH:12][N:11]=2)[CH:5]=[CH:6][CH:7]=[CH:8][CH:9]=1. The yield is 0.420. (4) The reactants are [CH:1]1([N:4]([CH2:7][C:8]2[CH:13]=[CH:12][C:11]([C:14]#[C:15][C:16]3[CH:26]=[CH:25][C:19]([C:20]([O:22]CC)=[O:21])=[CH:18][CH:17]=3)=[CH:10][C:9]=2[CH:27]([CH3:29])[CH3:28])[CH2:5][CH3:6])[CH2:3][CH2:2]1.[OH-].[Na+]. The catalyst is C(O)C.O1CCCC1. The product is [CH:1]1([N:4]([CH2:7][C:8]2[CH:13]=[CH:12][C:11]([C:14]#[C:15][C:16]3[CH:26]=[CH:25][C:19]([C:20]([OH:22])=[O:21])=[CH:18][CH:17]=3)=[CH:10][C:9]=2[CH:27]([CH3:28])[CH3:29])[CH2:5][CH3:6])[CH2:2][CH2:3]1. The yield is 0.720. (5) The reactants are [Cl:1][C:2]1[CH:3]=[C:4]([NH:16][C:17]2[C:26]3[C:21](=[CH:22][CH:23]=[CH:24][C:25]=3[O:27][C@H:28]([CH3:33])[C:29]([O:31]C)=O)[N:20]=[CH:19][N:18]=2)[CH:5]=[CH:6][C:7]=1[O:8][C:9]1[CH:10]=[N:11][C:12]([CH3:15])=[CH:13][CH:14]=1.[CH3:34][NH:35][CH3:36]. The catalyst is CO. The product is [Cl:1][C:2]1[CH:3]=[C:4]([NH:16][C:17]2[C:26]3[C:21](=[CH:22][CH:23]=[CH:24][C:25]=3[O:27][C@H:28]([CH3:33])[C:29]([N:35]([CH3:36])[CH3:34])=[O:31])[N:20]=[CH:19][N:18]=2)[CH:5]=[CH:6][C:7]=1[O:8][C:9]1[CH:10]=[N:11][C:12]([CH3:15])=[CH:13][CH:14]=1. The yield is 0.520. (6) The reactants are [CH2:1]([NH:8][C:9]([CH3:12])([CH3:11])[CH3:10])[C:2]1[CH:7]=[CH:6][CH:5]=[CH:4][CH:3]=1.Br[CH2:14][C:15]#[N:16].[I-].[Na+]. The catalyst is C(#N)C.C(=O)([O-])[O-].[K+].[K+]. The product is [CH2:1]([N:8]([CH2:14][C:15]#[N:16])[C:9]([CH3:12])([CH3:11])[CH3:10])[C:2]1[CH:7]=[CH:6][CH:5]=[CH:4][CH:3]=1. The yield is 0.870. (7) The yield is 0.510. The catalyst is N1C=CC=CC=1. The reactants are Br[C:2]1[CH:7]=[N:6][C:5]([C:8]#[C:9][C:10]2[CH:15]=[CH:14][CH:13]=[CH:12][CH:11]=2)=[CH:4][N:3]=1.Cl.[NH2:17][CH2:18][CH2:19][C:20]([CH3:23])([OH:22])[CH3:21].C(N(CC)CC)C. The product is [CH3:21][C:20]([OH:22])([CH2:19][CH2:18][NH:17][C:2]1[CH:7]=[N:6][C:5]([C:8]#[C:9][C:10]2[CH:15]=[CH:14][CH:13]=[CH:12][CH:11]=2)=[CH:4][N:3]=1)[CH3:23].